From a dataset of Experimentally validated miRNA-target interactions with 360,000+ pairs, plus equal number of negative samples. Binary Classification. Given a miRNA mature sequence and a target amino acid sequence, predict their likelihood of interaction. (1) The miRNA is hsa-miR-6132 with sequence AGCAGGGCUGGGGAUUGCA. The protein sequence of the target gene is MPAMRGLLAPQNTFLDTIATRFDGTHSNFVLGNAQVAGLFPVVYCSDGFCDLTGFSRAEVMQRGCACSFLYGPDTSELVRQQIRKALDEHKEFKAELILYRKSGLPFWCLLDVIPIKNEKGEVALFLVSHKDISETKNRGGPDRWKETGGGRRRYGRARSKGFNANRRRSRAVLYHLSGHLQKQPKGKHKLNKGVFGEKPNLPEYKVAAIRKSPFILLHCGALRATWDGFILLATLYVAVTVPYSVCVSTAREPSAARGPPSVCDLAVEVLFILDIVLNFRTTFVSKSGQVVFAPKSICL.... Result: 0 (no interaction). (2) The miRNA is hsa-miR-518a-3p with sequence GAAAGCGCUUCCCUUUGCUGGA. The protein sequence of the target gene is MAFPRVRLVVTADDFGYCPRRDEGIVEAFLAGTVTSVSLLVNGTAAESAAELARRHSIPTGLHANLSEGRPVGPARHNASSLLSPEGFFLGKMGFREALAAGDVALPQVREELEAQLSRFRELLGRSPTHVDGHQHVHVLPGVCQVFAEALQAYGVRFTRLPAERGVGSCAWLEAPARAFACTVERDARAAIGPFSRHGLRWTDAFVGLSTCGRHMSAHRVLGSLARALEDIPAGHALTAELMAHPGYPSVPPAGGCGEGPDAFSCSWERLHELHVLTAPTLRAWLAQNGVQLCAIDDLD.... Result: 0 (no interaction). (3) The miRNA is mmu-miR-7b-5p with sequence UGGAAGACUUGUGAUUUUGUUGUU. The protein sequence of the target gene is METGGLPLELWRMILAYLHLPDLGRCSLVCRAWYELILSLDSTRWRQLCLGCTECRHPNWPNQPDVEPESWREAFKQHYLASKTWTKNALDLESSICFSLFRRKKERRTLSVGPGHEFDSLGSALAMASLYDRIVLFPGVYEEQGEIILKVPVEIVGQGKLGEVALLASIDQHCSTTRVCNLVFMPAWFSPIMYKTTSGHIQFDNCNFENGHIQVHGPGTCQVKFCTFKNTHVFLHNVPLCMLENCEFVGSENNCVTVEGHPSADKNWAYKYLLGLIKSSPIFLPAEDHDFLMSLDLESR.... Result: 1 (interaction). (4) The miRNA is hsa-miR-329-5p with sequence GAGGUUUUCUGGGUUUCUGUUUC. The protein sequence of the target gene is MGGLEKKKYERGSATNYITRNKARKKLQLSLADFRRLCILKGIYPHEPKHKKKVNKGSTAARTFYLIKDIRFLLHEPIVNKFREYKVFVRKLRKAYGKSEWNTVERLKDNKPNYKLDHIIKERYPTFIDALRDLDDALSMCFLFSTFPRTGKCHVQTIQLCRRLTVEFMHYIIAARALRKVFLSIKGIYYQAEVLGQPIVWITPYAFSHDHPTDVDYRVMATFTEFYTTLLGFVNFRLYQLLNLHYPPKLEGQAQAEAKAGEGTYALDSESCMEKLAALSASLARVVVPATEEEAEVDEF.... Result: 0 (no interaction).